Dataset: Full USPTO retrosynthesis dataset with 1.9M reactions from patents (1976-2016). Task: Predict the reactants needed to synthesize the given product. (1) The reactants are: [N+:1]([C:4]1[CH:5]=[C:6]2[C:10](=[CH:11][CH:12]=1)[NH:9][N:8]=[CH:7]2)([O-:3])=[O:2].Cl.[N:14]1[CH:19]=[CH:18][CH:17]=[CH:16][C:15]=1[CH2:20]Cl.C(=O)([O-])[O-].[K+].[K+]. Given the product [N+:1]([C:4]1[CH:5]=[C:6]2[C:10](=[CH:11][CH:12]=1)[N:9]([CH2:20][C:15]1[CH:16]=[CH:17][CH:18]=[CH:19][N:14]=1)[N:8]=[CH:7]2)([O-:3])=[O:2], predict the reactants needed to synthesize it. (2) Given the product [Br:32][C:28]1[CH:29]=[C:30]([F:31])[C:25]([CH2:24][O:23][C:6]2[C:5]([C:3]([NH2:34])=[O:2])=[C:9]([NH:10][C:11]([NH:13][CH2:14][CH2:15][CH2:16][CH2:17][N:18]3[CH2:22][CH2:21][CH2:20][CH2:19]3)=[O:12])[S:8][N:7]=2)=[C:26]([F:33])[CH:27]=1, predict the reactants needed to synthesize it. The reactants are: C[O:2][C:3]([C:5]1[C:6]([O:23][CH2:24][C:25]2[C:30]([F:31])=[CH:29][C:28]([Br:32])=[CH:27][C:26]=2[F:33])=[N:7][S:8][C:9]=1[NH:10][C:11]([NH:13][CH2:14][CH2:15][CH2:16][CH2:17][N:18]1[CH2:22][CH2:21][CH2:20][CH2:19]1)=[O:12])=O.[NH3:34]. (3) Given the product [CH:44]1[CH:45]=[CH:46][C:41]([S:47][C:26]([C:17]2[C:18](=[O:25])[O:19][C:20]3[CH:21]=[C:22]([OH:24])[CH:23]=[C:14]([CH2:13][O:12][CH2:11][CH2:10][O:9][CH2:8][CH2:7][O:6][CH2:5][CH2:4][N:1]=[N+:2]=[N-:3])[C:15]=3[CH:16]=2)=[O:28])=[CH:42][CH:43]=1, predict the reactants needed to synthesize it. The reactants are: [N:1]([CH2:4][CH2:5][O:6][CH2:7][CH2:8][O:9][CH2:10][CH2:11][O:12][CH2:13][C:14]1[CH:23]=[C:22]([OH:24])[CH:21]=[C:20]2[C:15]=1[CH:16]=[C:17]([C:26]([OH:28])=O)[C:18](=[O:25])[O:19]2)=[N+:2]=[N-:3].Cl.C1C=CC2N(O)N=NC=2C=1.O.[C:41]1([SH:47])[CH:46]=[CH:45][CH:44]=[CH:43][CH:42]=1.